The task is: Predict the reactants needed to synthesize the given product.. This data is from Full USPTO retrosynthesis dataset with 1.9M reactions from patents (1976-2016). (1) Given the product [C:7]([C:6]1[CH:9]=[C:2]([NH:1][C:18](=[O:19])[N:17]([CH3:21])[CH3:16])[CH:3]=[CH:4][C:5]=1[S:10]([CH:13]([CH3:15])[CH3:14])(=[O:12])=[O:11])#[N:8], predict the reactants needed to synthesize it. The reactants are: [NH2:1][C:2]1[CH:3]=[CH:4][C:5]([S:10]([CH:13]([CH3:15])[CH3:14])(=[O:12])=[O:11])=[C:6]([CH:9]=1)[C:7]#[N:8].[CH3:16][N:17]([CH3:21])[C:18](Cl)=[O:19]. (2) The reactants are: [CH2:1]([C:8]1[N:9]=[N:10][C:11]2[C:16]([C:17]=1[C:18]1[CH:19]=[C:20]([NH2:24])[CH:21]=[CH:22][CH:23]=1)=[CH:15][CH:14]=[CH:13][C:12]=2[Cl:25])[C:2]1[CH:7]=[CH:6][CH:5]=[CH:4][CH:3]=1.[Cl:26][C:27]1[CH:28]=[CH:29][C:30]([C:35]([F:38])([F:37])[F:36])=[C:31]([CH:34]=1)[CH:32]=O. Given the product [CH2:1]([C:8]1[N:9]=[N:10][C:11]2[C:16]([C:17]=1[C:18]1[CH:19]=[C:20]([NH:24][CH2:32][C:31]3[CH:34]=[C:27]([Cl:26])[CH:28]=[CH:29][C:30]=3[C:35]([F:37])([F:36])[F:38])[CH:21]=[CH:22][CH:23]=1)=[CH:15][CH:14]=[CH:13][C:12]=2[Cl:25])[C:2]1[CH:7]=[CH:6][CH:5]=[CH:4][CH:3]=1, predict the reactants needed to synthesize it. (3) Given the product [CH:1]1([CH2:4][O:5][C:6]2[CH:14]=[CH:13][C:9]([CH2:10][OH:11])=[CH:8][C:7]=2[C:15]([F:16])([F:17])[F:18])[CH2:3][CH2:2]1, predict the reactants needed to synthesize it. The reactants are: [CH:1]1([CH2:4][O:5][C:6]2[CH:14]=[CH:13][C:9]([C:10](O)=[O:11])=[CH:8][C:7]=2[C:15]([F:18])([F:17])[F:16])[CH2:3][CH2:2]1.C([O-])(O)=O.[Na+]. (4) Given the product [C:26]([N:33]1[CH2:34][CH2:35][CH:36]([C:2]2[CH:3]=[N:4][C:5]([O:25][C:22]3[CH:21]=[CH:20][C:19]([O:12][C:13]4[CH:18]=[CH:17][CH:16]=[CH:15][CH:14]=4)=[CH:24][CH:23]=3)=[C:6]([C:7]([NH2:9])=[O:8])[CH:10]=2)[CH2:37][CH2:38]1)(=[O:28])[CH:48]=[CH2:49], predict the reactants needed to synthesize it. The reactants are: Br[C:2]1[CH:3]=[N:4][C:5](Cl)=[C:6]([CH:10]=1)[C:7]([NH2:9])=[O:8].[O:12]([C:19]1[CH:24]=[CH:23][C:22]([OH:25])=[CH:21][CH:20]=1)[C:13]1[CH:18]=[CH:17][CH:16]=[CH:15][CH:14]=1.[C:26]([N:33]1[CH2:38][CH:37]=[C:36](B2OC(C)(C)C(C)(C)O2)[CH2:35][CH2:34]1)([O:28]C(C)(C)C)=O.[C:48](O)(=O)[CH:49]=C. (5) Given the product [OH:39][C:33]1([CH2:32][NH:26][C:24](=[O:25])[C:19]2[C:18]([O:17][CH2:16][C@H:12]3[CH2:13][CH2:14][CH2:15][N:11]3[C:9]([C@H:6]3[CH2:7][CH2:8][C@H:3]([C:2]([F:1])([F:27])[F:28])[CH2:4][CH2:5]3)=[O:10])=[CH:23][CH:22]=[CH:21][N:20]=2)[CH2:38][CH2:37][O:36][CH2:35][CH2:34]1, predict the reactants needed to synthesize it. The reactants are: [F:1][C:2]([F:28])([F:27])[C@H:3]1[CH2:8][CH2:7][C@H:6]([C:9]([N:11]2[CH2:15][CH2:14][CH2:13][C@@H:12]2[CH2:16][O:17][C:18]2[C:19]([C:24]([NH2:26])=[O:25])=[N:20][CH:21]=[CH:22][CH:23]=2)=[O:10])[CH2:5][CH2:4]1.[H-].[Na+].I[CH2:32][C:33]1([OH:39])[CH2:38][CH2:37][O:36][CH2:35][CH2:34]1.C(O)(=O)CC(CC(O)=O)(C(O)=O)O. (6) The reactants are: [Na].[H][H].Cl.[CH2:5]([C:7]1[CH:26]=[CH:25][CH:24]=[C:23]([CH3:27])[C:8]=1[CH2:9][NH:10][C:11]1[C:12]2[N:13]([N:19]=[C:20]([CH3:22])[N:21]=2)[CH:14]=[C:15]([CH2:17]Cl)[CH:16]=1)[CH3:6].[CH3:28][O:29][CH2:30][CH2:31][OH:32]. Given the product [CH2:5]([C:7]1[CH:26]=[CH:25][CH:24]=[C:23]([CH3:27])[C:8]=1[CH2:9][NH:10][C:11]1[C:12]2[N:13]([N:19]=[C:20]([CH3:22])[N:21]=2)[CH:14]=[C:15]([CH2:17][O:32][CH2:31][CH2:30][O:29][CH3:28])[CH:16]=1)[CH3:6], predict the reactants needed to synthesize it.